This data is from Catalyst prediction with 721,799 reactions and 888 catalyst types from USPTO. The task is: Predict which catalyst facilitates the given reaction. (1) Reactant: [CH3:1][O:2][C:3]1[CH:4]=[C:5]([CH2:12][OH:13])[CH:6]=[C:7]([N+:9]([O-:11])=[O:10])[CH:8]=1.[Cr](O[Cr]([O-])(=O)=O)([O-])(=O)=O.[NH+]1C=CC=CC=1.[NH+]1C=CC=CC=1. Product: [CH3:1][O:2][C:3]1[CH:4]=[C:5]([CH:6]=[C:7]([N+:9]([O-:11])=[O:10])[CH:8]=1)[CH:12]=[O:13]. The catalyst class is: 2. (2) Reactant: C[O:2][C:3]1[CH:16]=[CH:15][C:14]([O:17][C:18]2[C:26]([CH3:27])=[CH:25][C:24]([N+:28]([O-:30])=[O:29])=[C:23]3[C:19]=2[CH2:20][CH2:21][CH2:22]3)=[CH:13][C:4]=1[CH2:5][C:6]1[CH:7]=[CH:8][C:9](=[O:12])[NH:10][N:11]=1.Br.O. Product: [OH:2][C:3]1[CH:16]=[CH:15][C:14]([O:17][C:18]2[C:26]([CH3:27])=[CH:25][C:24]([N+:28]([O-:30])=[O:29])=[C:23]3[C:19]=2[CH2:20][CH2:21][CH2:22]3)=[CH:13][C:4]=1[CH2:5][C:6]1[CH:7]=[CH:8][C:9](=[O:12])[NH:10][N:11]=1. The catalyst class is: 15. (3) Reactant: [Cl-].[Al+3].[Cl-].[Cl-].C[O:6][C:7]1[CH:24]=[CH:23][C:10]2[CH2:11][CH:12]([CH2:18][C:19]([O:21][CH3:22])=[O:20])[C:13](=[O:17])[N:14]([CH3:16])[CH2:15][C:9]=2[CH:8]=1.C(S)C. The catalyst class is: 2. Product: [OH:6][C:7]1[CH:24]=[CH:23][C:10]2[CH2:11][CH:12]([CH2:18][C:19]([O:21][CH3:22])=[O:20])[C:13](=[O:17])[N:14]([CH3:16])[CH2:15][C:9]=2[CH:8]=1. (4) Reactant: [CH:1]1([N:6]2[C:10]([NH2:11])=[C:9]([C:12]([O:14]N3C4=NC=CC=C4N=N3)=O)[C:8]([CH2:24][CH3:25])=[N:7]2)[CH2:5][CH2:4][CH2:3][CH2:2]1.Cl.[NH2:27][CH2:28][C:29]([C:31]1[CH:36]=[CH:35][C:34]([O:37][CH3:38])=[C:33]([O:39][CH3:40])[CH:32]=1)=[O:30].CCN(C(C)C)C(C)C. Product: [NH2:11][C:10]1[N:6]([CH:1]2[CH2:2][CH2:3][CH2:4][CH2:5]2)[N:7]=[C:8]([CH2:24][CH3:25])[C:9]=1[C:12]([NH:27][CH2:28][C:29]([C:31]1[CH:36]=[CH:35][C:34]([O:37][CH3:38])=[C:33]([O:39][CH3:40])[CH:32]=1)=[O:30])=[O:14]. The catalyst class is: 1. (5) Reactant: Cl[C:2]1[CH:7]=[C:6]([C:8]2[S:9][CH:10]=[C:11]([NH:13][C:14]([NH:16][C:17]3[CH:22]=[CH:21][CH:20]=[C:19]([CH2:23][N:24]4[CH2:29][CH2:28][O:27][CH2:26][CH2:25]4)[N:18]=3)=[O:15])[N:12]=2)[CH:5]=[CH:4][N:3]=1.[CH3:30][CH2:31][OH:32].CC[O-].[Na+].CCO. Product: [CH2:31]([O:32][C:2]1[CH:7]=[C:6]([C:8]2[S:9][CH:10]=[C:11]([NH:13][C:14]([NH:16][C:17]3[CH:22]=[CH:21][CH:20]=[C:19]([CH2:23][N:24]4[CH2:29][CH2:28][O:27][CH2:26][CH2:25]4)[N:18]=3)=[O:15])[N:12]=2)[CH:5]=[CH:4][N:3]=1)[CH3:30]. The catalyst class is: 3. (6) Reactant: Cl[CH2:2][CH2:3][CH2:4]/[C:5](=[N:13]\[S@:14]([C:16]([CH3:19])([CH3:18])[CH3:17])=[O:15])/[C:6]1[CH:11]=[CH:10][C:9]([Br:12])=[CH:8][CH:7]=1.CC(C[AlH]CC(C)C)C.[Li+].C[Si]([N-][Si](C)(C)C)(C)C. Product: [CH3:17][C:16]([S@@:14]([N:13]1[CH2:2][CH2:3][CH2:4][C@H:5]1[C:6]1[CH:11]=[CH:10][C:9]([Br:12])=[CH:8][CH:7]=1)=[O:15])([CH3:19])[CH3:18]. The catalyst class is: 22.